From a dataset of TCR-epitope binding with 47,182 pairs between 192 epitopes and 23,139 TCRs. Binary Classification. Given a T-cell receptor sequence (or CDR3 region) and an epitope sequence, predict whether binding occurs between them. (1) The epitope is KRWIILGLNK. The TCR CDR3 sequence is CASSLRGGEQYF. Result: 0 (the TCR does not bind to the epitope). (2) The epitope is AVFDRKSDAK. The TCR CDR3 sequence is CASRRQEYGTEAFF. Result: 1 (the TCR binds to the epitope). (3) The epitope is LLQTGIHVRVSQPSL. The TCR CDR3 sequence is CASSLAQGLNEQFF. Result: 0 (the TCR does not bind to the epitope).